Regression. Given a peptide amino acid sequence and an MHC pseudo amino acid sequence, predict their binding affinity value. This is MHC class I binding data. From a dataset of Peptide-MHC class I binding affinity with 185,985 pairs from IEDB/IMGT. (1) The peptide sequence is MPMSMPIPM. The MHC is HLA-A25:01 with pseudo-sequence HLA-A25:01. The binding affinity (normalized) is 0.0847. (2) The binding affinity (normalized) is 0.687. The peptide sequence is VAVCNLASV. The MHC is H-2-Db with pseudo-sequence H-2-Db.